Dataset: Forward reaction prediction with 1.9M reactions from USPTO patents (1976-2016). Task: Predict the product of the given reaction. (1) Given the reactants [CH2:1]([C:3]1[CH:4]=[CH:5][C:6]([CH2:9][CH2:10][O:11][C:12]2[CH:17]=[CH:16][C:15]([N+:18]([O-])=O)=[CH:14][CH:13]=2)=[N:7][CH:8]=1)[CH3:2], predict the reaction product. The product is: [CH2:1]([C:3]1[CH:4]=[CH:5][C:6]([CH2:9][CH2:10][O:11][C:12]2[CH:13]=[CH:14][C:15]([NH2:18])=[CH:16][CH:17]=2)=[N:7][CH:8]=1)[CH3:2]. (2) Given the reactants [CH:1]1([CH2:4][O:5][C:6]2[CH:11]=[CH:10][C:9]([C:12]3[O:13][C:14]4[CH:20]=[C:19]([O:21][CH2:22][C@@H:23]([NH:25]C(=O)OC(C)(C)C)[CH3:24])[CH:18]=[C:17]([F:33])[C:15]=4[N:16]=3)=[CH:8][C:7]=2[F:34])[CH2:3][CH2:2]1.Cl.[C:36](OCC)(=[O:38])[CH3:37], predict the reaction product. The product is: [CH:1]1([CH2:4][O:5][C:6]2[CH:11]=[CH:10][C:9]([C:12]3[O:13][C:14]4[CH:20]=[C:19]([O:21][CH2:22][C@@H:23]([NH:25][C:36](=[O:38])[CH3:37])[CH3:24])[CH:18]=[C:17]([F:33])[C:15]=4[N:16]=3)=[CH:8][C:7]=2[F:34])[CH2:3][CH2:2]1. (3) Given the reactants Cl[C:2]1[N:7]=[CH:6][C:5]([C:8]2[NH:16][C:15]3[C:14](=[O:17])[N:13]([CH2:18][CH2:19][CH3:20])[C:12](=[O:21])[N:11]([CH2:22][CH2:23][CH3:24])[C:10]=3[CH:9]=2)=[CH:4][CH:3]=1, predict the reaction product. The product is: [CH3:12][N:11]([CH3:22])[CH2:10][CH2:15][NH:16][C:2]1[N:7]=[CH:6][C:5]([C:8]2[NH:16][C:15]3[C:14](=[O:17])[N:13]([CH2:18][CH2:19][CH3:20])[C:12](=[O:21])[N:11]([CH2:22][CH2:23][CH3:24])[C:10]=3[CH:9]=2)=[CH:4][CH:3]=1. (4) Given the reactants [CH3:1][O:2][C:3]1[CH:4]=[C:5]2[C:10](=[CH:11][C:12]=1[O:13][CH3:14])[N:9]=[CH:8][N:7]=[C:6]2[O:15][C:16]1[CH:22]=[CH:21][C:19]([NH2:20])=[C:18]([CH3:23])[CH:17]=1.[CH3:24][O:25][C:26]1[CH:31]=[CH:30][CH:29]=[CH:28][C:27]=1[N:32]=[C:33]=[O:34], predict the reaction product. The product is: [CH3:1][O:2][C:3]1[CH:4]=[C:5]2[C:10](=[CH:11][C:12]=1[O:13][CH3:14])[N:9]=[CH:8][N:7]=[C:6]2[O:15][C:16]1[CH:22]=[CH:21][C:19]([NH:20][C:33]([NH:32][C:27]2[CH:28]=[CH:29][CH:30]=[CH:31][C:26]=2[O:25][CH3:24])=[O:34])=[C:18]([CH3:23])[CH:17]=1. (5) The product is: [OH:2][C:3]1[CH:4]=[CH:5][C:6]([C:9](=[O:12])[CH2:10][CH3:11])=[CH:7][CH:8]=1. Given the reactants C[O:2][C:3]1[CH:8]=[CH:7][C:6]([C:9](=[O:12])[CH2:10][CH3:11])=[CH:5][CH:4]=1.C(O)(=O)C, predict the reaction product. (6) Given the reactants [CH3:1][C:2]1[N:7]=[C:6](/[CH:8]=[N:9]/O)[CH:5]=[CH:4][CH:3]=1.C(O)(=O)C, predict the reaction product. The product is: [CH3:1][C:2]1[N:7]=[C:6]([CH2:8][NH2:9])[CH:5]=[CH:4][CH:3]=1. (7) Given the reactants [CH2:1]=[C:2]1[CH2:5][N:4]([C:6]([O:8][C:9]([CH3:12])([CH3:11])[CH3:10])=[O:7])[CH2:3]1.[Cl:13][C:14]([Cl:19])(Cl)[C:15](Cl)=[O:16], predict the reaction product. The product is: [Cl:13][C:14]1([Cl:19])[C:15](=[O:16])[CH2:1][C:2]21[CH2:3][N:4]([C:6]([O:8][C:9]([CH3:12])([CH3:11])[CH3:10])=[O:7])[CH2:5]2.